Dataset: Catalyst prediction with 721,799 reactions and 888 catalyst types from USPTO. Task: Predict which catalyst facilitates the given reaction. Reactant: [ClH:1].[NH2:2][CH:3]([CH2:6][OH:7])[CH2:4][OH:5].Br[CH2:9][C:10]([N:12]1[CH2:21][CH2:20][C:19]2[C:14](=[CH:15][CH:16]=[C:17]([C:23]3[N:27]=[C:26]([C:28]4[CH:29]=[CH:30][C:31]([O:36][CH:37]([CH3:39])[CH3:38])=[C:32]([CH:35]=4)[C:33]#[N:34])[O:25][N:24]=3)[C:18]=2[CH3:22])[CH2:13]1)=[O:11].C(=O)([O-])[O-].[K+].[K+]. Product: [ClH:1].[OH:5][CH2:4][CH:3]([NH:2][CH2:9][C:10]([N:12]1[CH2:21][CH2:20][C:19]2[C:14](=[CH:15][CH:16]=[C:17]([C:23]3[N:27]=[C:26]([C:28]4[CH:29]=[CH:30][C:31]([O:36][CH:37]([CH3:39])[CH3:38])=[C:32]([CH:35]=4)[C:33]#[N:34])[O:25][N:24]=3)[C:18]=2[CH3:22])[CH2:13]1)=[O:11])[CH2:6][OH:7]. The catalyst class is: 10.